Dataset: Reaction yield outcomes from USPTO patents with 853,638 reactions. Task: Predict the reaction yield, written as a fraction of the theoretical maximum amount of product (1.0 means a 100% yield; for example, 0.34 means a 34% yield). (1) The reactants are [CH2:1]([C:4]1[C:8]([CH2:9][CH2:10][CH2:11][CH2:12][OH:13])=[CH:7][N:6]([C:14]2[CH:19]=[CH:18][C:17]([C:20]([F:23])([F:22])[F:21])=[CH:16][N:15]=2)[N:5]=1)[CH2:2][CH3:3].O[C:25]1[CH:30]=[CH:29][C:28]([CH2:31][CH2:32][C:33]([O:35]C)=[O:34])=[C:27]([O:37][CH3:38])[CH:26]=1.C(P(CCCC)CCCC)CCC.N(C(N1CCCCC1)=O)=NC(N1CCCCC1)=O. The catalyst is O1CCCC1. The product is [CH3:38][O:37][C:27]1[CH:26]=[C:25]([O:13][CH2:12][CH2:11][CH2:10][CH2:9][C:8]2[C:4]([CH2:1][CH2:2][CH3:3])=[N:5][N:6]([C:14]3[CH:19]=[CH:18][C:17]([C:20]([F:22])([F:21])[F:23])=[CH:16][N:15]=3)[CH:7]=2)[CH:30]=[CH:29][C:28]=1[CH2:31][CH2:32][C:33]([OH:35])=[O:34]. The yield is 0.650. (2) The reactants are [Cl:1][C:2]1[CH:3]=[C:4]([C:10]2[CH:11]=[C:12]3[C:17](=[CH:18][CH:19]=2)[N:16]=[CH:15][C:14]([C:20]([CH:22]2[CH2:24][CH2:23]2)=[O:21])=[C:13]3[NH:25][C@H:26]2[CH2:31][CH2:30][C@H:29]([CH2:32][NH:33]C(=O)OC(C)(C)C)[CH2:28][CH2:27]2)[CH:5]=[C:6]([F:9])[C:7]=1[OH:8].C(O)(C(F)(F)F)=O. No catalyst specified. The product is [NH2:33][CH2:32][C@H:29]1[CH2:30][CH2:31][C@H:26]([NH:25][C:13]2[C:12]3[C:17](=[CH:18][CH:19]=[C:10]([C:4]4[CH:5]=[C:6]([F:9])[C:7]([OH:8])=[C:2]([Cl:1])[CH:3]=4)[CH:11]=3)[N:16]=[CH:15][C:14]=2[C:20]([CH:22]2[CH2:23][CH2:24]2)=[O:21])[CH2:27][CH2:28]1. The yield is 0.400. (3) The reactants are Cl.[NH2:2][C:3]1[C:4]([C:13]([NH:15][C@@H:16]([CH:21]2[CH2:26][CH2:25][CH2:24][CH2:23][CH2:22]2)[C:17]([O:19][CH3:20])=[O:18])=[O:14])=[CH:5][C:6]2[C:11]([CH:12]=1)=[CH:10][CH:9]=[CH:8][CH:7]=2.[Cl:27][C:28]1[CH:33]=[C:32]([O:34][C:35]([F:38])([F:37])[F:36])[CH:31]=[C:30]([Cl:39])[C:29]=1[N:40]=[C:41]=[O:42].CCCCCC.C(OCC)(=O)C. The catalyst is N1C=CC=CC=1. The product is [CH:21]1([C@H:16]([NH:15][C:13]([C:4]2[C:3]([NH:2][C:41]([NH:40][C:29]3[C:30]([Cl:39])=[CH:31][C:32]([O:34][C:35]([F:36])([F:37])[F:38])=[CH:33][C:28]=3[Cl:27])=[O:42])=[CH:12][C:11]3[C:6](=[CH:7][CH:8]=[CH:9][CH:10]=3)[CH:5]=2)=[O:14])[C:17]([O:19][CH3:20])=[O:18])[CH2:26][CH2:25][CH2:24][CH2:23][CH2:22]1. The yield is 0.620. (4) The reactants are [CH3:1][NH:2][C:3]1[C:8](C(OC)=O)=[CH:7][CH:6]=[CH:5][CH:4]=1.[O:13]([C:15]#[N:16])[K].[C:17]([OH:20])(=O)C. The catalyst is O. The product is [CH3:1][N:2]1[C:3]2[C:4](=[CH:5][CH:6]=[CH:7][CH:8]=2)[C:15](=[O:13])[NH:16][C:17]1=[O:20]. The yield is 0.800.